Dataset: Forward reaction prediction with 1.9M reactions from USPTO patents (1976-2016). Task: Predict the product of the given reaction. (1) Given the reactants [Si:1]([O:8][CH2:9][C:10]1[NH:11][C:12]2[C:17]([CH:18]=1)=[CH:16][C:15]([Cl:19])=[CH:14][CH:13]=2)([C:4]([CH3:7])([CH3:6])[CH3:5])([CH3:3])[CH3:2].ClC1C=C2C(=C([F:30])C=1)NC(C(OC)=O)=C2, predict the reaction product. The product is: [Si:1]([O:8][CH2:9][C:10]1[NH:11][C:12]2[C:17]([CH:18]=1)=[CH:16][C:15]([Cl:19])=[CH:14][C:13]=2[F:30])([C:4]([CH3:7])([CH3:6])[CH3:5])([CH3:3])[CH3:2]. (2) The product is: [F:36][C:35]1[CH:34]=[CH:33][C:16]([O:17][C:18]2[N:23]=[C:22]3[S:24][C:25]([NH:27][C:28]([CH:30]4[CH2:32][CH2:31]4)=[O:29])=[N:26][C:21]3=[CH:20][CH:19]=2)=[CH:15][C:14]=1[NH:13][C:1](=[O:12])[NH:53][CH2:52][C:47]1[CH:48]=[CH:49][CH:50]=[CH:51][C:46]=1[C:45]([F:44])([F:54])[F:55]. Given the reactants [C:1](=[O:12])(OC(Cl)(Cl)Cl)OC(Cl)(Cl)Cl.[NH2:13][C:14]1[CH:15]=[C:16]([CH:33]=[CH:34][C:35]=1[F:36])[O:17][C:18]1[N:23]=[C:22]2[S:24][C:25]([NH:27][C:28]([CH:30]3[CH2:32][CH2:31]3)=[O:29])=[N:26][C:21]2=[CH:20][CH:19]=1.C(N(CC)CC)C.[F:44][C:45]([F:55])([F:54])[C:46]1[CH:51]=[CH:50][CH:49]=[CH:48][C:47]=1[CH2:52][NH2:53], predict the reaction product. (3) Given the reactants [O:1]=[C:2]1[N:6]([C:7]([O:9][CH2:10][CH3:11])=[O:8])[C:5]2[CH:12]=[CH:13][CH:14]=[CH:15][C:4]=2[NH:3]1.[H-].[Na+].Br[CH:19]([C:24]1[CH:29]=[CH:28][CH:27]=[CH:26][C:25]=1[O:30][CH3:31])[C:20]([O:22][CH3:23])=[O:21].[Cl-].[NH4+], predict the reaction product. The product is: [CH3:23][O:22][C:20]([CH:19]([C:24]1[CH:29]=[CH:28][CH:27]=[CH:26][C:25]=1[O:30][CH3:31])[N:3]1[C:4]2[CH:15]=[CH:14][CH:13]=[CH:12][C:5]=2[N:6]([C:7]([O:9][CH2:10][CH3:11])=[O:8])[C:2]1=[O:1])=[O:21]. (4) Given the reactants [Cl:1][C:2]1[CH:10]=[C:9]2[C:5]([C:6]([C:11]([N:13]3[CH2:18][CH2:17][CH:16]([C:19]4[C:24]([O:25][CH3:26])=[CH:23][CH:22]=[CH:21][C:20]=4[O:27][CH3:28])[CH2:15][CH2:14]3)=[O:12])=[CH:7][NH:8]2)=[CH:4][CH:3]=1.Cl[CH2:30][C:31]1[CH:32]=[N:33][CH:34]=[CH:35][CH:36]=1, predict the reaction product. The product is: [Cl:1][C:2]1[CH:10]=[C:9]2[C:5]([C:6]([C:11]([N:13]3[CH2:14][CH2:15][CH:16]([C:19]4[C:24]([O:25][CH3:26])=[CH:23][CH:22]=[CH:21][C:20]=4[O:27][CH3:28])[CH2:17][CH2:18]3)=[O:12])=[CH:7][N:8]2[CH2:30][C:31]2[CH:32]=[N:33][CH:34]=[CH:35][CH:36]=2)=[CH:4][CH:3]=1. (5) Given the reactants [C:1]([C:4]1[CH:5]=[C:6]([CH:29]=[CH:30][CH:31]=1)[O:7][C:8]1[C:13]([C:14]([O:16]CC)=[O:15])=[CH:12][CH:11]=[C:10]([O:19][C:20]2[CH:25]=[CH:24][CH:23]=[C:22]([C:26](=[NH:28])[NH2:27])[CH:21]=2)[N:9]=1)(=[NH:3])[NH2:2].[ClH:32], predict the reaction product. The product is: [ClH:32].[ClH:32].[C:1]([C:4]1[CH:5]=[C:6]([CH:29]=[CH:30][CH:31]=1)[O:7][C:8]1[C:13]([C:14]([OH:16])=[O:15])=[CH:12][CH:11]=[C:10]([O:19][C:20]2[CH:25]=[CH:24][CH:23]=[C:22]([C:26](=[NH:27])[NH2:28])[CH:21]=2)[N:9]=1)(=[NH:2])[NH2:3]. (6) Given the reactants C[O:2][C:3]1[CH:4]=[C:5]([C:9]2[O:13][C:12]([NH:14][C:15]3[CH:20]=[CH:19][CH:18]=[CH:17][CH:16]=3)=[N:11][CH:10]=2)[CH:6]=[CH:7][CH:8]=1.B(Br)(Br)Br, predict the reaction product. The product is: [NH:14]([C:12]1[O:13][C:9]([C:5]2[CH:4]=[C:3]([OH:2])[CH:8]=[CH:7][CH:6]=2)=[CH:10][N:11]=1)[C:15]1[CH:16]=[CH:17][CH:18]=[CH:19][CH:20]=1. (7) Given the reactants [Cl:1][C:2]1[N:7]=[CH:6][C:5]([C:8]2[CH:17]=[CH:16][C:11]([C:12]([O:14]C)=[O:13])=[CH:10][CH:9]=2)=[CH:4][CH:3]=1.O[Li].O, predict the reaction product. The product is: [Cl:1][C:2]1[N:7]=[CH:6][C:5]([C:8]2[CH:17]=[CH:16][C:11]([C:12]([OH:14])=[O:13])=[CH:10][CH:9]=2)=[CH:4][CH:3]=1.